Dataset: Forward reaction prediction with 1.9M reactions from USPTO patents (1976-2016). Task: Predict the product of the given reaction. (1) Given the reactants Cl[C:2]1[CH:7]=[C:6]([Cl:8])[N:5]=[C:4]([C:9]2[CH:14]=[CH:13][CH:12]=[C:11]([CH3:15])[N:10]=2)[N:3]=1.[CH:16]([N:19]1[CH2:24][CH2:23][N:22]([C:25]([C:27]2[CH:32]=[CH:31][C:30]([C:33]3[CH:34]=[N:35][CH:36]=[C:37](B4OC(C)(C)C(C)(C)O4)[CH:38]=3)=[CH:29][CH:28]=2)=[O:26])[CH2:21][CH2:20]1)([CH3:18])[CH3:17], predict the reaction product. The product is: [Cl:8][C:6]1[N:5]=[C:4]([C:9]2[CH:14]=[CH:13][CH:12]=[C:11]([CH3:15])[N:10]=2)[N:3]=[C:2]([C:37]2[CH:38]=[C:33]([C:30]3[CH:29]=[CH:28][C:27]([C:25]([N:22]4[CH2:21][CH2:20][N:19]([CH:16]([CH3:18])[CH3:17])[CH2:24][CH2:23]4)=[O:26])=[CH:32][CH:31]=3)[CH:34]=[N:35][CH:36]=2)[CH:7]=1. (2) Given the reactants C(OC([NH:8][C:9]([CH3:34])([C:11]([O:13][C:14]1[C:15]([O:30][C:31](=[O:33])[CH3:32])=[C:16]2[C:21](=[C:22]3[CH:27]=[CH:26][CH:25]=[CH:24][C:23]=13)[O:20][C:19]([CH3:29])([CH3:28])[CH2:18][CH2:17]2)=[O:12])[CH3:10])=O)(C)(C)C.[ClH:35], predict the reaction product. The product is: [ClH:35].[CH3:34][C:9]([C:11]([O:13][C:14]1[C:15]([O:30][C:31](=[O:33])[CH3:32])=[C:16]2[C:21](=[C:22]3[CH:27]=[CH:26][CH:25]=[CH:24][C:23]=13)[O:20][C:19]([CH3:28])([CH3:29])[CH2:18][CH2:17]2)=[O:12])([CH3:10])[NH2:8]. (3) Given the reactants C[N:2](C)/[CH:3]=[CH:4]\[C:5]([C:7]1[CH:8]=[C:9]([CH:14]=[CH:15][N:16]=1)[C:10]([O:12]C)=[O:11])=O.O.[NH2:19]N, predict the reaction product. The product is: [NH:2]1[CH:3]=[CH:4][C:5]([C:7]2[CH:8]=[C:9]([CH:14]=[CH:15][N:16]=2)[C:10]([OH:12])=[O:11])=[N:19]1. (4) Given the reactants Br[C:2]1[CH:3]=[C:4]([CH:7]=[C:8](Br)[CH:9]=1)[CH:5]=[O:6].[C:11]([C:15]1[CH:16]=[C:17]([CH:20]=[C:21]([C:23]([CH3:26])([CH3:25])[CH3:24])[CH:22]=1)[CH:18]=[CH2:19])([CH3:14])([CH3:13])[CH3:12].[C:27](=O)([O-])[O-].[Na+].[Na+].[C:33]([C:37]1([CH3:48])[C:42](O)=[C:41]([C:44]([CH3:47])([CH3:46])[CH3:45])[CH:40]=[CH:39][CH2:38]1)([CH3:36])([CH3:35])[CH3:34], predict the reaction product. The product is: [C:11]([C:15]1[CH:16]=[C:17]([CH:20]=[C:21]([C:23]([CH3:26])([CH3:25])[CH3:24])[CH:22]=1)[CH:18]=[CH:19][C:2]1[CH:3]=[C:4]([CH:7]=[C:8]([CH:27]=[CH:38][C:39]2[CH:48]=[C:37]([C:33]([CH3:36])([CH3:35])[CH3:34])[CH:42]=[C:41]([C:44]([CH3:46])([CH3:45])[CH3:47])[CH:40]=2)[CH:9]=1)[CH:5]=[O:6])([CH3:14])([CH3:12])[CH3:13]. (5) Given the reactants [OH:1][C:2]1[C:3]2[CH:11]=[N:10][CH:9]=[C:8]([C:12]([O:14]C)=O)[C:4]=2[N:5]=[CH:6][N:7]=1.[NH4+:16].[OH-], predict the reaction product. The product is: [OH:1][C:2]1[C:3]2[CH:11]=[N:10][CH:9]=[C:8]([C:12]([NH2:16])=[O:14])[C:4]=2[N:5]=[CH:6][N:7]=1. (6) Given the reactants [C:1]1([C:7]2[NH:11][C:10]3[CH:12]=[C:13]([C:15]([O:17][CH3:18])=[O:16])[S:14][C:9]=3[CH:8]=2)[CH:6]=[CH:5][CH:4]=[CH:3][CH:2]=1.C(OC(=O)C)(=O)C.[C:26]1(=O)[CH2:31][CH2:30][CH2:29][CH2:28][CH2:27]1.P(=O)(O)(O)O, predict the reaction product. The product is: [C:26]1([C:8]2[C:9]3[S:14][C:13]([C:15]([O:17][CH3:18])=[O:16])=[CH:12][C:10]=3[NH:11][C:7]=2[C:1]2[CH:2]=[CH:3][CH:4]=[CH:5][CH:6]=2)[CH2:31][CH2:30][CH2:29][CH2:28][CH:27]=1. (7) Given the reactants [Br:1][C:2]1[S:3][C:4]([CH3:7])=[CH:5][CH:6]=1.[Cl:8][S:9](O)(=[O:11])=[O:10].P(Cl)(Cl)(Cl)(Cl)Cl, predict the reaction product. The product is: [Br:1][C:2]1[S:3][C:4]([CH3:7])=[CH:5][C:6]=1[S:9]([Cl:8])(=[O:11])=[O:10].